This data is from Forward reaction prediction with 1.9M reactions from USPTO patents (1976-2016). The task is: Predict the product of the given reaction. (1) Given the reactants FC1(F)CC1CN1CCN(C2SC(C(O)=O)=C(C)N=2)C1=O.[F:22][C:23]1[CH:44]=[CH:43][C:26]([CH2:27][N:28]2[CH2:32][CH2:31][N:30]([C:33]3[S:34][C:35]([C:39](O)=[O:40])=[C:36]([CH3:38])[N:37]=3)[C:29]2=[O:42])=[CH:25][CH:24]=1.[CH:45]([C:48]1[S:49][CH:50]=[C:51]([CH2:53][NH2:54])[N:52]=1)([CH3:47])[CH3:46], predict the reaction product. The product is: [F:22][C:23]1[CH:44]=[CH:43][C:26]([CH2:27][N:28]2[CH2:32][CH2:31][N:30]([C:33]3[S:34][C:35]([C:39]([NH:54][CH2:53][C:51]4[N:52]=[C:48]([CH:45]([CH3:47])[CH3:46])[S:49][CH:50]=4)=[O:40])=[C:36]([CH3:38])[N:37]=3)[C:29]2=[O:42])=[CH:25][CH:24]=1. (2) Given the reactants [F:1][C:2]([F:40])([F:39])[C:3]1[CH:4]=[C:5]([CH:32]=[C:33]([C:35]([F:38])([F:37])[F:36])[CH:34]=1)[CH2:6][N:7]([CH2:13][C:14]1[C:15]([N:24]([CH2:28][CH:29]2[CH2:31][CH2:30]2)[CH2:25][CH2:26][CH3:27])=[N:16][C:17]2[C:22]([CH:23]=1)=[CH:21][CH:20]=[CH:19][CH:18]=2)[C:8]1[N:9]=[N:10][NH:11][N:12]=1.O[CH2:42][C:43]([CH3:49])([CH3:48])[C:44]([O:46][CH3:47])=[O:45].C1(P(C2C=CC=CC=2)C2C=CC=CC=2)C=CC=CC=1.N(C(OCC)=O)=NC(OCC)=O, predict the reaction product. The product is: [F:36][C:35]([F:38])([F:37])[C:33]1[CH:32]=[C:5]([CH:4]=[C:3]([C:2]([F:39])([F:1])[F:40])[CH:34]=1)[CH2:6][N:7]([CH2:13][C:14]1[C:15]([N:24]([CH2:28][CH:29]2[CH2:30][CH2:31]2)[CH2:25][CH2:26][CH3:27])=[N:16][C:17]2[C:22]([CH:23]=1)=[CH:21][CH:20]=[CH:19][CH:18]=2)[C:8]1[N:9]=[N:10][N:11]([CH2:42][C:43]([CH3:49])([CH3:48])[C:44]([O:46][CH3:47])=[O:45])[N:12]=1. (3) Given the reactants Br[C:2]1[CH:30]=[CH:29][C:5]([CH2:6][C@@H:7]([C:26]([OH:28])=[O:27])[NH:8][C:9]([C@H:11]2[CH2:16][CH2:15][C@H:14]([CH2:17][NH:18][C:19]([O:21][C:22]([CH3:25])([CH3:24])[CH3:23])=[O:20])[CH2:13][CH2:12]2)=[O:10])=[CH:4][CH:3]=1.OC(C(O)(C)C)(C)C.[CH3:39][C:40]1[CH:45]=[C:44]([C:46]([O:48][CH3:49])=[O:47])[CH:43]=[CH:42][C:41]=1B([O-])[O-].C(=O)([O-])[O-].[Na+].[Na+].C(#N)C, predict the reaction product. The product is: [C:22]([O:21][C:19]([NH:18][CH2:17][C@H:14]1[CH2:15][CH2:16][C@H:11]([C:9]([NH:8][C@@H:7]([CH2:6][C:5]2[CH:29]=[CH:30][C:2]([C:41]3[CH:42]=[CH:43][C:44]([C:46]([O:48][CH3:49])=[O:47])=[CH:45][C:40]=3[CH3:39])=[CH:3][CH:4]=2)[C:26]([OH:28])=[O:27])=[O:10])[CH2:12][CH2:13]1)=[O:20])([CH3:25])([CH3:24])[CH3:23]. (4) Given the reactants [C:1]([C:5]1[CH:12]=[CH:11][C:8]([CH2:9]Br)=[CH:7][CH:6]=1)([CH3:4])([CH3:3])[CH3:2].[N-:13]=[N+:14]=[N-:15].[Na+], predict the reaction product. The product is: [N:13]([CH2:9][C:8]1[CH:11]=[CH:12][C:5]([C:1]([CH3:4])([CH3:3])[CH3:2])=[CH:6][CH:7]=1)=[N+:14]=[N-:15]. (5) Given the reactants [Br:1][C:2]1[C:3]([CH2:9][OH:10])=[CH:4][C:5]([Cl:8])=[N:6][CH:7]=1.C(N(CC)CC)C.[CH3:18][S:19](Cl)(=[O:21])=[O:20], predict the reaction product. The product is: [CH3:18][S:19]([O:10][CH2:9][C:3]1[C:2]([Br:1])=[CH:7][N:6]=[C:5]([Cl:8])[CH:4]=1)(=[O:21])=[O:20]. (6) Given the reactants N#N.[CH3:3][C:4]1([C:9]2[S:10][C:11]([CH2:14][N:15]3[N:19]=[C:18]([N+:20]([O-])=O)[CH:17]=[N:16]3)=[CH:12][N:13]=2)[O:8][CH2:7][CH2:6][O:5]1.[NH4+].[Cl-], predict the reaction product. The product is: [CH3:3][C:4]1([C:9]2[S:10][C:11]([CH2:14][N:15]3[N:19]=[C:18]([NH2:20])[CH:17]=[N:16]3)=[CH:12][N:13]=2)[O:5][CH2:6][CH2:7][O:8]1. (7) The product is: [S:1]1[CH:5]=[CH:4][C:3]2[CH:6]=[CH:7][C:8]([O:10][C:13](=[O:14])[C:12]([CH3:17])([CH3:16])[CH3:11])=[CH:9][C:2]1=2. Given the reactants [S:1]1[CH:5]=[CH:4][C:3]2[CH:6]=[CH:7][C:8]([OH:10])=[CH:9][C:2]1=2.[CH3:11][C:12]([CH3:17])([CH3:16])[C:13](Cl)=[O:14], predict the reaction product.